Dataset: Catalyst prediction with 721,799 reactions and 888 catalyst types from USPTO. Task: Predict which catalyst facilitates the given reaction. (1) Reactant: [CH3:1][O:2][C:3]1[CH:8]=[C:7]([CH2:9][O:10][Si:11]([C:24]([CH3:27])([CH3:26])[CH3:25])([C:18]2[CH:23]=[CH:22][CH:21]=[CH:20][CH:19]=2)[C:12]2[CH:17]=[CH:16][CH:15]=[CH:14][CH:13]=2)[CH:6]=[C:5]([O:28][CH3:29])[C:4]=1B(O)O.[CH2:33]([O:35][C:36](=[O:57])[C@H:37]([CH2:49][C:50]1[CH:55]=[CH:54][C:53](Br)=[CH:52][CH:51]=1)[NH:38][C:39](=[O:48])[C:40]1[C:45]([Cl:46])=[CH:44][CH:43]=[CH:42][C:41]=1[Cl:47])[CH3:34].C([O-])([O-])=O.[K+].[K+]. Product: [CH2:33]([O:35][C:36](=[O:57])[C@H:37]([CH2:49][C:50]1[CH:55]=[CH:54][C:53]([C:4]2[C:3]([O:2][CH3:1])=[CH:8][C:7]([CH2:9][O:10][Si:11]([C:24]([CH3:27])([CH3:25])[CH3:26])([C:12]3[CH:17]=[CH:16][CH:15]=[CH:14][CH:13]=3)[C:18]3[CH:19]=[CH:20][CH:21]=[CH:22][CH:23]=3)=[CH:6][C:5]=2[O:28][CH3:29])=[CH:52][CH:51]=1)[NH:38][C:39](=[O:48])[C:40]1[C:41]([Cl:47])=[CH:42][CH:43]=[CH:44][C:45]=1[Cl:46])[CH3:34]. The catalyst class is: 149. (2) Reactant: [C:1]([NH:8][CH2:9][C:10]([OH:12])=O)([O:3][C:4]([CH3:7])([CH3:6])[CH3:5])=[O:2].CN(C(ON1N=NC2C=CC=NC1=2)=[N+](C)C)C.F[P-](F)(F)(F)(F)F.CCN(C(C)C)C(C)C.[CH2:46]([NH:49][C:50]1[C:55]([C:56]#[N:57])=[CH:54][C:53]([C:58]2[O:62][N:61]=[C:60]([C:63]3[CH:73]=[CH:72][C:66]4[CH2:67][CH2:68][NH:69][CH2:70][CH2:71][C:65]=4[CH:64]=3)[N:59]=2)=[CH:52][N:51]=1)[CH2:47][CH3:48]. Product: [C:56]([C:55]1[CH:54]=[C:53]([C:58]2[O:62][N:61]=[C:60]([C:63]3[CH:73]=[CH:72][C:66]4[CH2:67][CH2:68][N:69]([C:10](=[O:12])[CH2:9][NH:8][C:1](=[O:2])[O:3][C:4]([CH3:5])([CH3:6])[CH3:7])[CH2:70][CH2:71][C:65]=4[CH:64]=3)[N:59]=2)[CH:52]=[N:51][C:50]=1[NH:49][CH2:46][CH2:47][CH3:48])#[N:57]. The catalyst class is: 3.